Dataset: Forward reaction prediction with 1.9M reactions from USPTO patents (1976-2016). Task: Predict the product of the given reaction. (1) The product is: [Cl:8][C:9]1[CH:14]=[N:13][CH:12]=[C:11]([O:6][CH2:5][CH:4]([CH3:7])[CH3:3])[N:10]=1. Given the reactants [H-].[Na+].[CH3:3][CH:4]([CH3:7])[CH2:5][OH:6].[Cl:8][C:9]1[CH:14]=[N:13][CH:12]=[C:11](Cl)[N:10]=1, predict the reaction product. (2) Given the reactants [CH3:1][O:2][C:3]1[CH:8]=[CH:7][CH:6]=[CH:5][C:4]=1[N:9]1[CH2:14][CH2:13][N:12]([CH2:15][CH2:16][CH2:17][CH2:18][N:19]2[C:23](=[O:24])[CH2:22][NH:21][C:20]2=[O:25])[CH2:11][CH2:10]1.[H-].[Na+].Br[CH2:29][CH2:30][O:31][Si:32]([C:35]([CH3:38])([CH3:37])[CH3:36])([CH3:34])[CH3:33], predict the reaction product. The product is: [Si:32]([O:31][CH2:30][CH2:29][N:21]1[CH2:22][C:23](=[O:24])[N:19]([CH2:18][CH2:17][CH2:16][CH2:15][N:12]2[CH2:11][CH2:10][N:9]([C:4]3[CH:5]=[CH:6][CH:7]=[CH:8][C:3]=3[O:2][CH3:1])[CH2:14][CH2:13]2)[C:20]1=[O:25])([C:35]([CH3:38])([CH3:37])[CH3:36])([CH3:34])[CH3:33]. (3) Given the reactants [N+:1]([C:4]1[CH:17]=[CH:16][C:7]([O:8][C:9]2[CH:10]=[C:11]([Cl:15])[CH:12]=[N:13][CH:14]=2)=[CH:6][CH:5]=1)([O-])=O.Cl[Sn]Cl, predict the reaction product. The product is: [NH2:1][C:4]1[CH:17]=[CH:16][C:7]([O:8][C:9]2[CH:10]=[C:11]([Cl:15])[CH:12]=[N:13][CH:14]=2)=[CH:6][CH:5]=1. (4) Given the reactants [Cl:1][CH2:2][C:3](Cl)=[O:4].[F:6][C:7]1[CH:12]=[CH:11][C:10]([C:13]23[CH2:22][CH:17]4[CH2:18][CH:19]([CH2:21][C:15]([NH2:23])([CH2:16]4)[CH2:14]2)[CH2:20]3)=[CH:9][CH:8]=1.C([O-])([O-])=O.[K+].[K+], predict the reaction product. The product is: [Cl:1][CH2:2][C:3]([NH:23][C:15]12[CH2:16][CH:17]3[CH2:18][CH:19]([CH2:20][C:13]([C:10]4[CH:9]=[CH:8][C:7]([F:6])=[CH:12][CH:11]=4)([CH2:22]3)[CH2:14]1)[CH2:21]2)=[O:4]. (5) Given the reactants [F:1][C:2]([F:34])([F:33])[C:3]1[CH:8]=[CH:7][C:6](/[CH:9]=[CH:10]/[C:11]2[O:12][CH:13]=[C:14]([CH2:16][O:17][C:18]3[CH:23]=[CH:22][C:21]([CH2:24][CH2:25][CH2:26][CH2:27][N:28]4[CH:32]=[CH:31][N:30]=[N:29]4)=[CH:20][CH:19]=3)[N:15]=2)=[CH:5][CH:4]=1.[CH3:35][S:36]([OH:39])(=[O:38])=[O:37], predict the reaction product. The product is: [CH3:35][S:36]([OH:39])(=[O:38])=[O:37].[F:34][C:2]([F:1])([F:33])[C:3]1[CH:4]=[CH:5][C:6](/[CH:9]=[CH:10]/[C:11]2[O:12][CH:13]=[C:14]([CH2:16][O:17][C:18]3[CH:23]=[CH:22][C:21]([CH2:24][CH2:25][CH2:26][CH2:27][N:28]4[CH:32]=[CH:31][N:30]=[N:29]4)=[CH:20][CH:19]=3)[N:15]=2)=[CH:7][CH:8]=1.